Dataset: NCI-60 drug combinations with 297,098 pairs across 59 cell lines. Task: Regression. Given two drug SMILES strings and cell line genomic features, predict the synergy score measuring deviation from expected non-interaction effect. (1) Drug 1: CC1=C(C(=CC=C1)Cl)NC(=O)C2=CN=C(S2)NC3=CC(=NC(=N3)C)N4CCN(CC4)CCO. Drug 2: C1=NC2=C(N1)C(=S)N=CN2. Cell line: SN12C. Synergy scores: CSS=-0.302, Synergy_ZIP=7.58, Synergy_Bliss=22.0, Synergy_Loewe=-3.63, Synergy_HSA=-0.220. (2) Drug 1: COC1=C(C=C2C(=C1)N=CN=C2NC3=CC(=C(C=C3)F)Cl)OCCCN4CCOCC4. Drug 2: C(CCl)NC(=O)N(CCCl)N=O. Cell line: RPMI-8226. Synergy scores: CSS=17.7, Synergy_ZIP=-5.96, Synergy_Bliss=-4.03, Synergy_Loewe=-6.61, Synergy_HSA=-2.86. (3) Drug 1: C1C(C(OC1N2C=NC3=C(N=C(N=C32)Cl)N)CO)O. Drug 2: CC12CCC3C(C1CCC2O)C(CC4=C3C=CC(=C4)O)CCCCCCCCCS(=O)CCCC(C(F)(F)F)(F)F. Cell line: LOX IMVI. Synergy scores: CSS=11.0, Synergy_ZIP=-4.13, Synergy_Bliss=-2.91, Synergy_Loewe=-22.8, Synergy_HSA=-3.71.